From a dataset of Reaction yield outcomes from USPTO patents with 853,638 reactions. Predict the reaction yield, written as a fraction of the theoretical maximum amount of product (1.0 means a 100% yield; for example, 0.34 means a 34% yield). The reactants are [NH2:1][C:2]1[N:7]=[CH:6][N:5]=[C:4]2[N:8]([C@@H:25]3[CH2:30][CH2:29][CH2:28][N:27]([C:31](=[O:35])[CH2:32][C:33]#[N:34])[CH2:26]3)[N:9]=[C:10]([C:11]3[CH:16]=[CH:15][C:14]([O:17][C:18]4[CH:23]=[CH:22][CH:21]=[CH:20][CH:19]=4)=[CH:13][C:12]=3[F:24])[C:3]=12.[CH2:36]([N:38]1[CH2:43][CH2:42][N:41]([C:44]([CH3:48])([CH3:47])[CH:45]=O)[CH2:40][CH2:39]1)[CH3:37].N1CCCC1.Cl[Si](C)(C)C.C([O-])(O)=O.[Na+]. The catalyst is C(Cl)Cl. The product is [NH2:1][C:2]1[N:7]=[CH:6][N:5]=[C:4]2[N:8]([C@@H:25]3[CH2:30][CH2:29][CH2:28][N:27]([C:31]([C:32](=[CH:48][C:44]([N:41]4[CH2:40][CH2:39][N:38]([CH2:36][CH3:37])[CH2:43][CH2:42]4)([CH3:45])[CH3:47])[C:33]#[N:34])=[O:35])[CH2:26]3)[N:9]=[C:10]([C:11]3[CH:16]=[CH:15][C:14]([O:17][C:18]4[CH:19]=[CH:20][CH:21]=[CH:22][CH:23]=4)=[CH:13][C:12]=3[F:24])[C:3]=12. The yield is 0.723.